This data is from Full USPTO retrosynthesis dataset with 1.9M reactions from patents (1976-2016). The task is: Predict the reactants needed to synthesize the given product. Given the product [CH2:19]1[C:20]2([CH2:24][CH2:23][N:22]([C:15]([CH:13]3[CH2:12][CH2:11][C:10]4[C:3]5[C:2]([Cl:1])=[N:7][CH:6]=[N:5][C:4]=5[S:8][C:9]=4[CH2:14]3)=[O:17])[CH2:21]2)[CH2:18]1, predict the reactants needed to synthesize it. The reactants are: [Cl:1][C:2]1[C:3]2[C:10]3[CH2:11][CH2:12][CH:13]([C:15]([OH:17])=O)[CH2:14][C:9]=3[S:8][C:4]=2[N:5]=[CH:6][N:7]=1.[CH2:18]1[C:20]2([CH2:24][CH2:23][NH:22][CH2:21]2)[CH2:19]1.